This data is from NCI-60 drug combinations with 297,098 pairs across 59 cell lines. The task is: Regression. Given two drug SMILES strings and cell line genomic features, predict the synergy score measuring deviation from expected non-interaction effect. Drug 1: CC12CCC(CC1=CCC3C2CCC4(C3CC=C4C5=CN=CC=C5)C)O. Drug 2: CC12CCC3C(C1CCC2OP(=O)(O)O)CCC4=C3C=CC(=C4)OC(=O)N(CCCl)CCCl.[Na+]. Cell line: T-47D. Synergy scores: CSS=-10.2, Synergy_ZIP=-3.25, Synergy_Bliss=-12.2, Synergy_Loewe=-16.9, Synergy_HSA=-12.9.